Dataset: HIV replication inhibition screening data with 41,000+ compounds from the AIDS Antiviral Screen. Task: Binary Classification. Given a drug SMILES string, predict its activity (active/inactive) in a high-throughput screening assay against a specified biological target. The drug is CC(=O)OC1C=CC(OC(C)=O)C2C1C1C3C=CC=CC3C2S1=O. The result is 0 (inactive).